Task: Predict which catalyst facilitates the given reaction.. Dataset: Catalyst prediction with 721,799 reactions and 888 catalyst types from USPTO (1) Reactant: [C:1]([N:5]1[CH2:31][CH2:30][CH2:29][CH2:28][C:8]2[C:9]([C:23]3[S:24][CH:25]=[CH:26][CH:27]=3)=[C:10]3[C:19]4[CH:18]=[C:17]([NH2:20])[C:16]([O:21][CH3:22])=[CH:15][C:14]=4[CH2:13][CH2:12][N:11]3[C:7]=2[C:6]1=[O:32])([CH3:4])([CH3:3])[CH3:2].C(N(CC)CC)C.[Cl:40][CH2:41][C:42](Cl)=[O:43]. Product: [Cl:40][CH2:41][C:42]([NH:20][C:17]1[C:16]([O:21][CH3:22])=[CH:15][C:14]2[CH2:13][CH2:12][N:11]3[C:7]4[C:6](=[O:32])[N:5]([C:1]([CH3:4])([CH3:2])[CH3:3])[CH2:31][CH2:30][CH2:29][CH2:28][C:8]=4[C:9]([C:23]4[S:24][CH:25]=[CH:26][CH:27]=4)=[C:10]3[C:19]=2[CH:18]=1)=[O:43]. The catalyst class is: 34. (2) Reactant: [C:1]([O:5][C:6]([N:8]1[CH2:12][CH:11]([OH:13])[CH2:10][CH:9]1[CH2:14][OH:15])=[O:7])([CH3:4])([CH3:3])[CH3:2].C(N(CC)CC)C.[CH3:23][S:24](Cl)(=[O:26])=[O:25]. Product: [C:1]([O:5][C:6]([N:8]1[CH2:12][CH:11]([O:13][S:24]([CH3:23])(=[O:26])=[O:25])[CH2:10][CH:9]1[CH2:14][O:15][S:24]([CH3:23])(=[O:26])=[O:25])=[O:7])([CH3:4])([CH3:3])[CH3:2]. The catalyst class is: 2. (3) Reactant: [S:1]([CH2:11][CH2:12][O:13][C:14](=[O:17])[CH:15]=[CH2:16])([C:4]1[CH:10]=[CH:9][C:7]([CH3:8])=[CH:6][CH:5]=1)(=[O:3])=[O:2].[OH:18][CH2:19][CH2:20][CH2:21][CH2:22][O:23][C:24](=[O:27])[CH:25]=[CH2:26].[CH3:28][O:29][C:30](=[O:34])[C:31]([CH3:33])=[CH2:32].CC(N=NC(C#N)(C)C)(C#N)C. Product: [S:1]([CH2:11][CH2:12][O:13][C:14](=[O:17])[C:15]([CH3:19])=[CH2:16])([C:4]1[CH:5]=[CH:6][C:7]([CH3:8])=[CH:9][CH:10]=1)(=[O:3])=[O:2].[OH:18][CH2:19][CH2:20][CH2:21][CH2:22][O:23][C:24](=[O:27])[CH:25]=[CH2:26].[CH3:28][O:29][C:30](=[O:34])[C:31]([CH3:33])=[CH2:32]. The catalyst class is: 7. (4) Reactant: [Br:1][C:2]1[CH:3]=[CH:4][C:5]([NH2:11])=[C:6]([CH:10]=1)[C:7]([OH:9])=O.[C:12]1([N:18]=[C:19]=[S:20])[CH:17]=[CH:16][CH:15]=[CH:14][CH:13]=1. Product: [Br:1][C:2]1[CH:10]=[C:6]2[C:5](=[CH:4][CH:3]=1)[NH:11][C:19](=[S:20])[N:18]([C:12]1[CH:17]=[CH:16][CH:15]=[CH:14][CH:13]=1)[C:7]2=[O:9]. The catalyst class is: 8. (5) Reactant: [NH2:1][C@@H:2]1[C:16](=[O:17])[N:15]2[CH2:18][C@H:19]([O:21][C:22]3[C:31]([C:32]4[S:33][C:34]5[CH:40]=[CH:39][CH:38]=[CH:37][C:35]=5[N:36]=4)=[N:30][C:29]4[C:24](=[CH:25][CH:26]=[CH:27][CH:28]=4)[N:23]=3)[CH2:20][C@H:14]2[C:13](=[O:41])[NH:12][C@:11]2([C:43]([NH:45][S:46]([CH:49]3[CH2:51][CH2:50]3)(=[O:48])=[O:47])=[O:44])[CH2:42][C@H:10]2[CH2:9][C:8]([F:53])([F:52])[CH2:7][CH2:6][CH2:5][CH2:4][CH2:3]1.Cl.N[C@@H]1C(=O)[N:69]2[CH2:72][C@H:73]([O:75]C3C(C4SC5C=CC=CC=5N=4)=NC4C(=CC=CC=4)N=3)[CH2:74][C@H:68]2[C:67](=[O:95])N[C@]2(C(NS(C3CC3)(=O)=O)=O)C[C@H]2CC(F)(F)CCCCC1.C(N(C(C)C)CC)(C)C.CC1ON=C(C(O)=O)C=1.CN(C(ON1N=NC2C=CC=NC1=2)=[N+](C)C)C.F[P-](F)(F)(F)(F)F.Cl. The catalyst class is: 3. Product: [S:33]1[C:34]2[CH:40]=[CH:39][CH:38]=[CH:37][C:35]=2[N:36]=[C:32]1[C:31]1[C:22]([O:21][C@H:19]2[CH2:18][N:15]3[C:16](=[O:17])[C@@H:2]([NH:1][C:67]([C:68]4[CH:74]=[C:73]([CH3:72])[O:75][N:69]=4)=[O:95])[CH2:3][CH2:4][CH2:5][CH2:6][CH2:7][C:8]([F:52])([F:53])[CH2:9][C@@H:10]4[CH2:42][C@@:11]4([C:43](=[O:44])[NH:45][S:46]([CH:49]4[CH2:51][CH2:50]4)(=[O:48])=[O:47])[NH:12][C:13](=[O:41])[C@@H:14]3[CH2:20]2)=[N:23][C:24]2[C:29]([N:30]=1)=[CH:28][CH:27]=[CH:26][CH:25]=2.